From a dataset of NCI-60 drug combinations with 297,098 pairs across 59 cell lines. Regression. Given two drug SMILES strings and cell line genomic features, predict the synergy score measuring deviation from expected non-interaction effect. (1) Drug 1: C1=CN(C(=O)N=C1N)C2C(C(C(O2)CO)O)O.Cl. Drug 2: CC1=C(C(=O)C2=C(C1=O)N3CC4C(C3(C2COC(=O)N)OC)N4)N. Cell line: DU-145. Synergy scores: CSS=59.2, Synergy_ZIP=-5.20, Synergy_Bliss=-6.09, Synergy_Loewe=-1.39, Synergy_HSA=1.04. (2) Drug 1: CCCS(=O)(=O)NC1=C(C(=C(C=C1)F)C(=O)C2=CNC3=C2C=C(C=N3)C4=CC=C(C=C4)Cl)F. Drug 2: C1CN(CCN1C(=O)CCBr)C(=O)CCBr. Cell line: OVCAR-4. Synergy scores: CSS=-1.20, Synergy_ZIP=1.21, Synergy_Bliss=0.722, Synergy_Loewe=-1.35, Synergy_HSA=-1.72. (3) Drug 1: C(=O)(N)NO. Drug 2: CC1=C(N=C(N=C1N)C(CC(=O)N)NCC(C(=O)N)N)C(=O)NC(C(C2=CN=CN2)OC3C(C(C(C(O3)CO)O)O)OC4C(C(C(C(O4)CO)O)OC(=O)N)O)C(=O)NC(C)C(C(C)C(=O)NC(C(C)O)C(=O)NCCC5=NC(=CS5)C6=NC(=CS6)C(=O)NCCC[S+](C)C)O. Cell line: SK-MEL-28. Synergy scores: CSS=0.962, Synergy_ZIP=-0.562, Synergy_Bliss=0.957, Synergy_Loewe=-1.59, Synergy_HSA=-0.401.